From a dataset of NCI-60 drug combinations with 297,098 pairs across 59 cell lines. Regression. Given two drug SMILES strings and cell line genomic features, predict the synergy score measuring deviation from expected non-interaction effect. (1) Drug 1: CN1CCC(CC1)COC2=C(C=C3C(=C2)N=CN=C3NC4=C(C=C(C=C4)Br)F)OC. Drug 2: CCC1=CC2CC(C3=C(CN(C2)C1)C4=CC=CC=C4N3)(C5=C(C=C6C(=C5)C78CCN9C7C(C=CC9)(C(C(C8N6C)(C(=O)OC)O)OC(=O)C)CC)OC)C(=O)OC.C(C(C(=O)O)O)(C(=O)O)O. Cell line: PC-3. Synergy scores: CSS=57.7, Synergy_ZIP=12.3, Synergy_Bliss=12.7, Synergy_Loewe=-9.74, Synergy_HSA=14.6. (2) Drug 1: C1CCC(C1)C(CC#N)N2C=C(C=N2)C3=C4C=CNC4=NC=N3. Drug 2: CC1C(C(=O)NC(C(=O)N2CCCC2C(=O)N(CC(=O)N(C(C(=O)O1)C(C)C)C)C)C(C)C)NC(=O)C3=C4C(=C(C=C3)C)OC5=C(C(=O)C(=C(C5=N4)C(=O)NC6C(OC(=O)C(N(C(=O)CN(C(=O)C7CCCN7C(=O)C(NC6=O)C(C)C)C)C)C(C)C)C)N)C. Cell line: SF-295. Synergy scores: CSS=26.3, Synergy_ZIP=6.91, Synergy_Bliss=15.5, Synergy_Loewe=16.5, Synergy_HSA=16.0. (3) Drug 1: C1CCC(C1)C(CC#N)N2C=C(C=N2)C3=C4C=CNC4=NC=N3. Drug 2: C(CC(=O)O)C(=O)CN.Cl. Cell line: MCF7. Synergy scores: CSS=3.87, Synergy_ZIP=-0.842, Synergy_Bliss=-2.64, Synergy_Loewe=-5.01, Synergy_HSA=-3.93.